This data is from Peptide-MHC class I binding affinity with 185,985 pairs from IEDB/IMGT. The task is: Regression. Given a peptide amino acid sequence and an MHC pseudo amino acid sequence, predict their binding affinity value. This is MHC class I binding data. (1) The peptide sequence is SLTIKDSSNK. The MHC is HLA-B07:02 with pseudo-sequence HLA-B07:02. The binding affinity (normalized) is 0. (2) The peptide sequence is YVADALAAF. The MHC is HLA-B54:01 with pseudo-sequence HLA-B54:01. The binding affinity (normalized) is 0. (3) The peptide sequence is LIFHFFLFL. The MHC is HLA-A02:03 with pseudo-sequence HLA-A02:03. The binding affinity (normalized) is 0.161. (4) The peptide sequence is RGYVFQGL. The MHC is Mamu-A01 with pseudo-sequence Mamu-A01. The binding affinity (normalized) is 0.121. (5) The peptide sequence is RDWAHNSL. The MHC is HLA-B53:01 with pseudo-sequence HLA-B53:01. The binding affinity (normalized) is 0. (6) The peptide sequence is TMRTPLFPW. The MHC is HLA-A02:12 with pseudo-sequence HLA-A02:12. The binding affinity (normalized) is 0.0847. (7) The peptide sequence is GRRPLKNRK. The MHC is HLA-A03:01 with pseudo-sequence HLA-A03:01. The binding affinity (normalized) is 0.0847.